Dataset: NCI-60 drug combinations with 297,098 pairs across 59 cell lines. Task: Regression. Given two drug SMILES strings and cell line genomic features, predict the synergy score measuring deviation from expected non-interaction effect. (1) Drug 1: C1CCN(CC1)CCOC2=CC=C(C=C2)C(=O)C3=C(SC4=C3C=CC(=C4)O)C5=CC=C(C=C5)O. Drug 2: CC1=C(C(CCC1)(C)C)C=CC(=CC=CC(=CC(=O)O)C)C. Cell line: M14. Synergy scores: CSS=-3.53, Synergy_ZIP=2.27, Synergy_Bliss=2.36, Synergy_Loewe=-1.31, Synergy_HSA=-0.967. (2) Synergy scores: CSS=2.36, Synergy_ZIP=-0.945, Synergy_Bliss=3.41, Synergy_Loewe=-7.44, Synergy_HSA=0.267. Drug 2: C1=CC=C(C(=C1)C(C2=CC=C(C=C2)Cl)C(Cl)Cl)Cl. Drug 1: CCC1(CC2CC(C3=C(CCN(C2)C1)C4=CC=CC=C4N3)(C5=C(C=C6C(=C5)C78CCN9C7C(C=CC9)(C(C(C8N6C)(C(=O)OC)O)OC(=O)C)CC)OC)C(=O)OC)O.OS(=O)(=O)O. Cell line: BT-549. (3) Drug 1: CN(CC1=CN=C2C(=N1)C(=NC(=N2)N)N)C3=CC=C(C=C3)C(=O)NC(CCC(=O)O)C(=O)O. Drug 2: CCCCCOC(=O)NC1=NC(=O)N(C=C1F)C2C(C(C(O2)C)O)O. Cell line: KM12. Synergy scores: CSS=21.0, Synergy_ZIP=1.60, Synergy_Bliss=2.73, Synergy_Loewe=-51.0, Synergy_HSA=-0.719. (4) Drug 1: CC1=C2C(C(=O)C3(C(CC4C(C3C(C(C2(C)C)(CC1OC(=O)C(C(C5=CC=CC=C5)NC(=O)OC(C)(C)C)O)O)OC(=O)C6=CC=CC=C6)(CO4)OC(=O)C)OC)C)OC. Drug 2: CC1C(C(CC(O1)OC2CC(CC3=C2C(=C4C(=C3O)C(=O)C5=C(C4=O)C(=CC=C5)OC)O)(C(=O)C)O)N)O.Cl. Cell line: HOP-92. Synergy scores: CSS=46.3, Synergy_ZIP=8.74, Synergy_Bliss=8.17, Synergy_Loewe=10.2, Synergy_HSA=13.4. (5) Drug 1: CC(C1=C(C=CC(=C1Cl)F)Cl)OC2=C(N=CC(=C2)C3=CN(N=C3)C4CCNCC4)N. Drug 2: C1=CC(=C2C(=C1NCCNCCO)C(=O)C3=C(C=CC(=C3C2=O)O)O)NCCNCCO. Cell line: A549. Synergy scores: CSS=60.1, Synergy_ZIP=3.35, Synergy_Bliss=4.95, Synergy_Loewe=-3.94, Synergy_HSA=7.23. (6) Drug 1: C1=CC(=C2C(=C1NCCNCCO)C(=O)C3=C(C=CC(=C3C2=O)O)O)NCCNCCO. Drug 2: CCC1(C2=C(COC1=O)C(=O)N3CC4=CC5=C(C=CC(=C5CN(C)C)O)N=C4C3=C2)O.Cl. Cell line: HL-60(TB). Synergy scores: CSS=83.8, Synergy_ZIP=1.93, Synergy_Bliss=1.67, Synergy_Loewe=1.27, Synergy_HSA=4.01.